Dataset: Experimentally validated miRNA-target interactions with 360,000+ pairs, plus equal number of negative samples. Task: Binary Classification. Given a miRNA mature sequence and a target amino acid sequence, predict their likelihood of interaction. (1) Result: 0 (no interaction). The protein sequence of the target gene is MAAAAAAAAALGVRLRDCCSRGAVLLLFFSLSPRPPAAAAWLLGLRPEDTAGGRVSLEGGTLRAAEGTSFLLRVYFQPGPPVPAAPVPAPSLAPGENGTGDWAPRLVFIEEPPGAGGAAPSAVPTRPPGPQRCREQSDWASDVEVLGPLRPGGVAGSALVQVRVRELRKGEAERGGAGGGGKLFSLCAWDGRAWHHHGAAGGFLLRVRPRLYGPGGDLLPPAWLRALGALLLLALSALFSGLRLSLLSLDPVELRVLRNSGSAAEQEQARRVQAVRGRGTHLLCTLLLGQAGANAALAGW.... The miRNA is mmu-miR-466e-5p with sequence GAUGUGUGUGUACAUGUACAUA. (2) The miRNA is hsa-miR-4695-3p with sequence UGAUCUCACCGCUGCCUCCUUC. Result: 0 (no interaction). The protein sequence of the target gene is MSKLGKFFKGGGSSKSRAAPSPQEALVRLRETEEMLGKKQEYLENRIQREIALAKKHGTQNKRAALQALKRKKRFEKQLTQIDGTLSTIEFQREALENSHTNTEVLRNMGFAAKAMKSVHENMDLNKIDDLMQEITEQQDIAQEISEAFSQRVGFGDDFDEDELMAELEELEQEELNKKMTNIRLPNVPSSSLPAQPNRKPGMSSTARRSRAASSQRAEEEDDDIKQLAAWAT. (3) The miRNA is hsa-miR-20a-5p with sequence UAAAGUGCUUAUAGUGCAGGUAG. The protein sequence of the target gene is MSPDVPLLNDYKQDFFLKRFPQTVLGGPRFKLGYCAPPYIYVNQIILFLMPWVWGGVGTLLYQLGILKDYYTAALSGGLMLFTAFVIQFTSLYAKNKSTTVERILTTDILAEEDEHEFTSCTGAETVKFLIPGKKYVANTVFHSILAGLACGLGTWYLLPNRITLLYGSTGGTALLFFFGWMTLCIAEYSLIVNTATETATFQTQDTYEIIPLMRPLYIFFFVSVDLAHRFVVNMPALEHMNQILHILFVFLPFLWALGTLPPPDALLLWAMEQVLEFGLGGSSMSTHLRLLVMFIMSAG.... Result: 1 (interaction). (4) The miRNA is hsa-miR-4801 with sequence UACACAAGAAAACCAAGGCUCA. The protein sequence of the target gene is MASWLYECLCEAELAQYYPHFTALGLQKIDELAKVTMKDYSRLGVHDMNDRKRLFQLIKIIKIMQEEDKALGIPEHPLQASSLYTKPREFRSGPRRQLHFDSPSASKDKMANNETGSLSNFSVDEQKSTYLKVLEHMLPDDSQCQTKIRAPDASAADASMQTETNAPLFSSNYFSPQLGNCDIPVIQRVSHVSGYNYGIPHSCVRQITSENPWTEMEKIRVCVRKRPLGVREVRRGEVNVITVEDKETLLVHEKKEAVDLTQYILQHVFYFDEVFGEACSNQDVYLKTAHPLIQHIFNGG.... Result: 0 (no interaction). (5) The miRNA is hsa-miR-1249-5p with sequence AGGAGGGAGGAGAUGGGCCAAGUU. The protein sequence of the target gene is MALAVRVVYCGAUGYKSKYLQLKKKLEDEFPGRLDICGEGTPQATGFFEVMVAGKLIHSKKKGDGYVDTESKFLKLVAAIKAALAQG. Result: 0 (no interaction). (6) The miRNA is hsa-miR-4524b-5p with sequence AUAGCAGCAUAAGCCUGUCUC. The protein sequence of the target gene is MTEVPWSVVPNGTDAAFLAGLGSLWGNSTVASTAAVSSSFQCALTKTGFQFYYLPAVYILVFIIGFLGNSVAIWMFVFHMKPWSGISVYMFNLALADFLYVLTLPALIFYYFNKTDWIFGDAMCKLQRFIFHVNLYGSILFLTCISAHRYSGVVYPLKSLGRLKKKNAIYVSVLVWLIVVVAISPILFYSGTGTRKNKTVTCYDTTSNDYLRSYFIYSMCTTVAMFCIPLVLILGCYGLIVKALIYNDLDNSPLRRKSIYLVIIVLTVFAVSYIPFHVMKTMNLRARLDFQTPEMCDFND.... Result: 0 (no interaction). (7) The miRNA is mmu-miR-3074-1-3p with sequence GAUAUCAGCUCAGUAGGCACCG. The protein sequence of the target gene is MISITEWQKIGVGITGFGVFFILFGILLYFDSVLLAFGNLLFLTGLSLIIGLRRTFAFFFQRHKLKGTSFFLGGVAIVLLRWPLLGMLLEAYGFISLFKGFFPVVFGFLGSAFNIPFLSTLFQKLQGSSSSMV. Result: 1 (interaction).